From a dataset of Forward reaction prediction with 1.9M reactions from USPTO patents (1976-2016). Predict the product of the given reaction. (1) The product is: [OH:41][CH:42]1[CH2:47][CH2:46][N:45]([C:4](=[O:5])[CH2:3][S@:7](=[O:8])([C:35]2[CH:36]=[CH:37][CH:38]=[CH:39][CH:40]=2)=[N:9][C:10](=[O:11])[C:12]2[CH:17]=[C:16]([C:18]#[C:19][C:20]3[CH:25]=[CH:24][CH:23]=[C:22]([NH:26][C:27]([C:29]4[O:30][CH:31]=[CH:32][C:33]=4[CH3:34])=[O:28])[CH:21]=3)[CH:15]=[N:14][CH:13]=2)[CH2:44][CH2:43]1. Given the reactants C([C@H:3]([S:7]([C:35]1[CH:40]=[CH:39][CH:38]=[CH:37][CH:36]=1)(=[N:9][C:10]([C:12]1[CH:13]=[N:14][CH:15]=[C:16]([C:18]#[C:19][C:20]2[CH:25]=[CH:24][CH:23]=[C:22]([NH:26][C:27]([C:29]3[O:30][CH:31]=[CH:32][C:33]=3[CH3:34])=[O:28])[CH:21]=2)[CH:17]=1)=[O:11])=[O:8])[C:4]([O-])=[O:5])C.[OH:41][CH:42]1[CH2:47][CH2:46][NH:45][CH2:44][CH2:43]1, predict the reaction product. (2) Given the reactants [N+:1]([C:4]1[CH:5]=[C:6]([C:11]2[CH:16]=[CH:15][CH:14]=[CH:13][C:12]=2[C:17]([F:20])([F:19])[F:18])[CH:7]=[CH:8][C:9]=1[NH2:10])([O-:3])=[O:2].[Br:21]Br, predict the reaction product. The product is: [Br:21][C:8]1[CH:7]=[C:6]([C:11]2[CH:16]=[CH:15][CH:14]=[CH:13][C:12]=2[C:17]([F:18])([F:19])[F:20])[CH:5]=[C:4]([N+:1]([O-:3])=[O:2])[C:9]=1[NH2:10]. (3) The product is: [N:1]1[C:10]2[C:5](=[CH:6][CH:7]=[CH:8][CH:9]=2)[CH:4]=[C:3]([CH:11]=[CH:21][CH:22]=[O:23])[CH:2]=1. Given the reactants [N:1]1[C:10]2[C:5](=[CH:6][CH:7]=[CH:8][CH:9]=2)[CH:4]=[C:3]([CH:11]=O)[CH:2]=1.N1(C2C=C[C:21]([CH:22]=[O:23])=CC=2)C=CC=N1, predict the reaction product. (4) Given the reactants [CH2:1]([O:8][C:9]1[C:10]([O:32][CH3:33])=[CH:11][C:12]([C:26]2[N:30]=[C:29]([CH3:31])[O:28][N:27]=2)=[C:13]([C:15](=[O:25])[C:16]([NH:18][CH:19]2[CH2:24][CH2:23][CH2:22][CH2:21][CH2:20]2)=[O:17])[CH:14]=1)[C:2]1[CH:7]=[CH:6][CH:5]=[CH:4][CH:3]=1.[H-].[Na+].I[CH3:37].Cl, predict the reaction product. The product is: [CH2:1]([O:8][C:9]1[C:10]([O:32][CH3:33])=[CH:11][C:12]([C:26]2[N:30]=[C:29]([CH3:31])[O:28][N:27]=2)=[C:13]([C:15](=[O:25])[C:16]([N:18]([CH:19]2[CH2:20][CH2:21][CH2:22][CH2:23][CH2:24]2)[CH3:37])=[O:17])[CH:14]=1)[C:2]1[CH:3]=[CH:4][CH:5]=[CH:6][CH:7]=1. (5) Given the reactants [F:1][C:2]1[CH:3]=[CH:4][C:5]2[O:10][CH2:9][C:8](=[O:11])[N:7]([CH2:12][C@H:13]([CH3:16])[CH2:14]O)[C:6]=2[CH:17]=1.C1(P(C2C=CC=CC=2)C2C=CC=CC=2)C=CC=CC=1.N1C=CN=C1.[I:42]I, predict the reaction product. The product is: [F:1][C:2]1[CH:3]=[CH:4][C:5]2[O:10][CH2:9][C:8](=[O:11])[N:7]([CH2:12][C@H:13]([CH3:16])[CH2:14][I:42])[C:6]=2[CH:17]=1. (6) The product is: [Cl:34][C:35]1[CH:40]=[C:39]([CH2:41][N:42]2[C:46]([CH3:47])=[CH:45][C:44]([C:48]([O:50][CH2:51][CH3:52])=[O:49])=[N:43]2)[C:38]2[O:53][C:15]([C:2]3[CH:9]=[CH:8][CH:7]=[CH:6][C:3]=3[C:4]#[N:5])=[CH:14][C:37]=2[CH:36]=1. Given the reactants I[C:2]1[CH:9]=[CH:8][CH:7]=[CH:6][C:3]=1[C:4]#[N:5].C[Si]([C:14]#[CH:15])(C)C.[F-].C([N+](CCCC)(CCCC)CCCC)CCC.[Cl:34][C:35]1[CH:36]=[C:37](I)[C:38]([OH:53])=[C:39]([CH2:41][N:42]2[C:46]([CH3:47])=[CH:45][C:44]([C:48]([O:50][CH2:51][CH3:52])=[O:49])=[N:43]2)[CH:40]=1, predict the reaction product. (7) The product is: [C:12]([O:16][C:17](=[O:28])[NH:18][CH2:19][CH2:20][C:21]1[CH:26]=[CH:25][C:24]([O:27][C:2]2[CH:3]=[N:4][CH:5]=[CH:6][C:7]=2[C:8]([F:11])([F:10])[F:9])=[CH:23][CH:22]=1)([CH3:15])([CH3:13])[CH3:14]. Given the reactants F[C:2]1[CH:3]=[N:4][CH:5]=[CH:6][C:7]=1[C:8]([F:11])([F:10])[F:9].[C:12]([O:16][C:17](=[O:28])[NH:18][CH2:19][CH2:20][C:21]1[CH:26]=[CH:25][C:24]([OH:27])=[CH:23][CH:22]=1)([CH3:15])([CH3:14])[CH3:13].C([O-])([O-])=O.[K+].[K+], predict the reaction product.